This data is from Reaction yield outcomes from USPTO patents with 853,638 reactions. The task is: Predict the reaction yield, written as a fraction of the theoretical maximum amount of product (1.0 means a 100% yield; for example, 0.34 means a 34% yield). (1) The reactants are [CH2:1]([N:3]1[CH:7]=[C:6]([NH2:8])[CH:5]=[N:4]1)[CH3:2].Br[C:10]1[C:11](=[O:18])[N:12]([CH3:17])[CH:13]=[C:14]([Br:16])[N:15]=1. No catalyst specified. The product is [Br:16][C:14]1[N:15]=[C:10]([NH:8][C:6]2[CH:5]=[N:4][N:3]([CH2:1][CH3:2])[CH:7]=2)[C:11](=[O:18])[N:12]([CH3:17])[CH:13]=1. The yield is 0.750. (2) The reactants are N/C(/C#N)=[C:3](\[NH:6][C:7]([NH:9][C@H:10]1CC[O:12][CH2:11]1)=O)/[C:4]#[N:5].[C:17]1([CH3:27])C(S(O)(=O)=O)=CC=CC=1.[N:28]([C@H:31]1[CH2:35][CH2:34][O:33][CH2:32]1)=[C:29]=[O:30].[NH2:36]/C(/C#N)=C(\N)/C#N.[O:44]1[CH2:48][CH2:47][CH2:46][CH2:45]1. No catalyst specified. The product is [OH:44][C:48]1[CH:47]=[C:46]([C:7]2[N:6]=[C:3]3[C:4]([NH:5][C:29](=[O:30])[N:28]3[C@H:31]3[CH2:35][CH2:34][O:33][CH2:32]3)=[C:10]([C:11]([NH2:36])=[O:12])[N:9]=2)[CH:45]=[CH:17][CH:27]=1. The yield is 0.390. (3) The reactants are [CH3:1][O:2][C:3]([C@@H:5]1[CH2:10][NH:9][CH2:8][CH2:7][N:6]1[C:11]([O:13][C:14]([CH3:17])([CH3:16])[CH3:15])=[O:12])=[O:4].[CH2:18](Cl)[C:19]1[CH:24]=[CH:23][CH:22]=[CH:21][CH:20]=1.C(N(CC)CC)C. The catalyst is C(#N)C. The product is [CH3:1][O:2][C:3]([C@@H:5]1[CH2:10][N:9]([CH2:18][C:19]2[CH:24]=[CH:23][CH:22]=[CH:21][CH:20]=2)[CH2:8][CH2:7][N:6]1[C:11]([O:13][C:14]([CH3:17])([CH3:16])[CH3:15])=[O:12])=[O:4]. The yield is 0.520.